This data is from Reaction yield outcomes from USPTO patents with 853,638 reactions. The task is: Predict the reaction yield, written as a fraction of the theoretical maximum amount of product (1.0 means a 100% yield; for example, 0.34 means a 34% yield). (1) The reactants are [OH:1][CH:2]1[CH2:7][CH2:6][S:5][CH2:4][CH2:3]1.C(N(CC)CC)C.[C:15](Cl)(=[O:19])[C:16]([CH3:18])=[CH2:17]. The catalyst is C(Cl)Cl. The product is [C:15]([O:1][CH:2]1[CH2:7][CH2:6][S:5][CH2:4][CH2:3]1)(=[O:19])[C:16]([CH3:18])=[CH2:17]. The yield is 0.613. (2) The reactants are [Li][CH:2]([CH2:4][CH3:5])[CH3:3].CO[C:8]1[CH:17]=[CH:16][C:15]2[C:10](=[CH:11][CH:12]=[CH:13][CH:14]=2)[C:9]=1[C:18]([OH:20])=[O:19].O.Cl. The catalyst is C1COCC1. The product is [CH:2]([C:8]1[CH:17]=[CH:16][C:15]2[C:10](=[CH:11][CH:12]=[CH:13][CH:14]=2)[C:9]=1[C:18]([OH:20])=[O:19])([CH2:4][CH3:5])[CH3:3]. The yield is 0.950.